This data is from Full USPTO retrosynthesis dataset with 1.9M reactions from patents (1976-2016). The task is: Predict the reactants needed to synthesize the given product. (1) Given the product [CH2:21]([N:17]([CH2:18][CH2:19][CH3:20])[C:10]1[CH:11]=[C:12]([C:13]([F:15])([F:16])[F:14])[NH:8][N:9]=1)[CH2:22][CH3:23], predict the reactants needed to synthesize it. The reactants are: C([N:8]1[C:12]([C:13]([F:16])([F:15])[F:14])=[CH:11][C:10]([N:17]([CH2:21][CH2:22][CH3:23])[CH2:18][CH2:19][CH3:20])=[N:9]1)C1C=CC=CC=1.C(O)=O. (2) Given the product [CH2:1]([CH:21]1[NH:22][C:17](=[O:24])[CH2:18][CH2:19][CH2:20]1)[CH3:2], predict the reactants needed to synthesize it. The reactants are: [CH2:1](Br)[CH3:2].[Mg].C(OCC)C.C(=O)=O.CC(C)=O.[C:17]1(=[O:24])[NH:22][C:21](=O)[CH2:20][CH2:19][CH2:18]1.C([BH3-])#N.[Na+].Cl.[OH-].[Na+]. (3) Given the product [CH3:3][O:4][C:5]1[CH:6]=[CH:7][C:8]2[NH:14][C:13](=[O:15])[N:12]([CH:16]3[CH2:21][CH2:20][N:19]([C:22]([O:24][C@@H:25]([C:39]([OH:41])=[O:40])[CH2:26][C:27]4[CH:32]=[C:31]([C:33]([F:35])([F:36])[F:34])[C:30]([NH2:37])=[C:29]([Cl:38])[CH:28]=4)=[O:23])[CH2:18][CH2:17]3)[CH2:11][CH2:10][C:9]=2[CH:44]=1, predict the reactants needed to synthesize it. The reactants are: [Li+].[OH-].[CH3:3][O:4][C:5]1[CH:6]=[CH:7][C:8]2[NH:14][C:13](=[O:15])[N:12]([CH:16]3[CH2:21][CH2:20][N:19]([C:22]([O:24][C@@H:25]([C:39]([O:41]CC)=[O:40])[CH2:26][C:27]4[CH:32]=[C:31]([C:33]([F:36])([F:35])[F:34])[C:30]([NH2:37])=[C:29]([Cl:38])[CH:28]=4)=[O:23])[CH2:18][CH2:17]3)[CH2:11][CH2:10][C:9]=2[CH:44]=1.Cl.